This data is from Forward reaction prediction with 1.9M reactions from USPTO patents (1976-2016). The task is: Predict the product of the given reaction. (1) Given the reactants [CH3:1][O:2][C:3]1[CH:8]=[CH:7][C:6]([CH:9]2[S:14][CH2:13][CH2:12][CH2:11][S:10]2)=[CH:5][CH:4]=1.[Br:15][C:16]1[CH:17]=[C:18]([CH:21]=[CH:22][C:23]=1[F:24])[CH:19]=[O:20], predict the reaction product. The product is: [Br:15][C:16]1[CH:17]=[C:18]([CH:19]([C:9]2([C:6]3[CH:5]=[CH:4][C:3]([O:2][CH3:1])=[CH:8][CH:7]=3)[S:10][CH2:11][CH2:12][CH2:13][S:14]2)[OH:20])[CH:21]=[CH:22][C:23]=1[F:24]. (2) Given the reactants [Cl:1][C:2]1[CH:7]=[CH:6][C:5]([OH:8])=[CH:4][CH:3]=1.Cl[CH2:10][C:11](=[O:13])[CH3:12].C(=O)([O-])[O-].[K+].[K+].[I-].[K+], predict the reaction product. The product is: [Cl:1][C:2]1[CH:7]=[CH:6][C:5]([O:8][CH2:10][C:11](=[O:13])[CH3:12])=[CH:4][CH:3]=1. (3) The product is: [CH3:26][N:24]([CH3:25])[C:20]1[N:19]=[C:18]([O:17][C:13]2[CH:14]=[C:15]([CH3:16])[C:7]3[CH:6]([CH2:5][C:4]([OH:27])=[O:3])[O:10][B:9]([OH:11])[C:8]=3[CH:12]=2)[CH:23]=[CH:22][N:21]=1. Given the reactants C([O:3][C:4](=[O:27])[CH2:5][CH:6]1[O:10][B:9]([OH:11])[C:8]2[CH:12]=[C:13]([O:17][C:18]3[CH:23]=[CH:22][N:21]=[C:20]([N:24]([CH3:26])[CH3:25])[N:19]=3)[CH:14]=[C:15]([CH3:16])[C:7]1=2)C.[OH-].[Li+].Cl, predict the reaction product. (4) Given the reactants [C:1]([O:5][C:6](=[O:39])[N:7]([C@H:19]([CH2:37][OH:38])[CH2:20][C:21]1[CH:26]=[CH:25][C:24]([O:27][C:28]2[C:33]([N+:34]([O-])=O)=[CH:32][CH:31]=[CH:30][N:29]=2)=[CH:23][CH:22]=1)[CH2:8][C@H:9]([OH:18])[CH2:10][O:11][C:12]1[CH:17]=[CH:16][CH:15]=[CH:14][CH:13]=1)([CH3:4])([CH3:3])[CH3:2].[H][H], predict the reaction product. The product is: [C:1]([O:5][C:6](=[O:39])[N:7]([C@H:19]([CH2:37][OH:38])[CH2:20][C:21]1[CH:22]=[CH:23][C:24]([O:27][C:28]2[C:33]([NH2:34])=[CH:32][CH:31]=[CH:30][N:29]=2)=[CH:25][CH:26]=1)[CH2:8][C@H:9]([OH:18])[CH2:10][O:11][C:12]1[CH:13]=[CH:14][CH:15]=[CH:16][CH:17]=1)([CH3:2])([CH3:4])[CH3:3]. (5) Given the reactants [NH:1]1[C:9]2[C:4](=[CH:5][CH:6]=[CH:7][CH:8]=2)[CH2:3][C:2]1=[O:10].[Br:11]N1C(=O)CCC1=O, predict the reaction product. The product is: [Br:11][C:6]1[CH:5]=[C:4]2[C:9](=[CH:8][CH:7]=1)[NH:1][C:2](=[O:10])[CH2:3]2. (6) Given the reactants Cl.NO.C([N:6](C(C)C)C(C)C)C.C(OC([NH:18][C:19]([NH:21][C:22]1[CH:27]=[C:26]([Cl:28])[CH:25]=[CH:24][N:23]=1)=S)=O)C, predict the reaction product. The product is: [Cl:28][C:26]1[CH:25]=[CH:24][N:23]2[N:6]=[C:19]([NH2:18])[N:21]=[C:22]2[CH:27]=1.